This data is from Catalyst prediction with 721,799 reactions and 888 catalyst types from USPTO. The task is: Predict which catalyst facilitates the given reaction. (1) Reactant: [CH2:1]([N:8]1[CH2:12][CH2:11][C@@H:10]([NH:13][C:14]([C:16]2[C:24]3[C:19](=[N:20][CH:21]=[C:22](Br)[N:23]=3)[N:18]([CH2:26][O:27][CH2:28][CH2:29][Si:30]([CH3:33])([CH3:32])[CH3:31])[CH:17]=2)=[O:15])[CH2:9]1)[C:2]1[CH:7]=[CH:6][CH:5]=[CH:4][CH:3]=1.[F:34][C:35]1[CH:43]=[C:42]2[C:38]([C:39]([Sn](CCCC)(CCCC)CCCC)=[N:40][N:41]2[CH3:44])=[CH:37][CH:36]=1. Product: [CH2:1]([N:8]1[CH2:12][CH2:11][C@@H:10]([NH:13][C:14]([C:16]2[C:24]3[C:19](=[N:20][CH:21]=[C:22]([C:39]4[C:38]5[C:42](=[CH:43][C:35]([F:34])=[CH:36][CH:37]=5)[N:41]([CH3:44])[N:40]=4)[N:23]=3)[N:18]([CH2:26][O:27][CH2:28][CH2:29][Si:30]([CH3:33])([CH3:32])[CH3:31])[CH:17]=2)=[O:15])[CH2:9]1)[C:2]1[CH:7]=[CH:6][CH:5]=[CH:4][CH:3]=1. The catalyst class is: 441. (2) Reactant: [F:1][C:2]1[C:10]2[NH:9][C:8]([CH3:11])=[N:7][C:6]=2[CH:5]=[CH:4][CH:3]=1.[NH2:12]OS(O)(=O)=O.C1COCC1. Product: [NH2:12][N:7]1[C:6]2[CH:5]=[CH:4][CH:3]=[C:2]([F:1])[C:10]=2[N:9]=[C:8]1[CH3:11]. The catalyst class is: 6. (3) Reactant: [CH3:1][S:2]([C:5]1[CH:10]=[CH:9][C:8](F)=[C:7]([N+:12]([O-:14])=[O:13])[CH:6]=1)(=[O:4])=[O:3].CO.[OH-].[NH4+:18]. Product: [CH3:1][S:2]([C:5]1[CH:10]=[CH:9][C:8]([NH2:18])=[C:7]([N+:12]([O-:14])=[O:13])[CH:6]=1)(=[O:4])=[O:3]. The catalyst class is: 6. (4) Product: [Cl:11][C:12]1[C:24]([Cl:25])=[CH:23][C:22]([Cl:26])=[CH:21][C:13]=1[C:14]([NH:16][CH2:17][CH2:18][N:19]([CH:8]=[O:10])[OH:20])=[O:15]. Reactant: C(OC(=O)C)(=O)C.[CH:8]([OH:10])=O.[Cl:11][C:12]1[C:24]([Cl:25])=[CH:23][C:22]([Cl:26])=[CH:21][C:13]=1[C:14]([NH:16][CH2:17][CH2:18][NH:19][OH:20])=[O:15]. The catalyst class is: 17.